Dataset: Forward reaction prediction with 1.9M reactions from USPTO patents (1976-2016). Task: Predict the product of the given reaction. Given the reactants [CH3:1][C:2]1([CH3:9])[CH2:7][CH2:6][C:5](=[O:8])[CH2:4][CH2:3]1.[CH:10](OCC)=[O:11].O1CCCC1.CC(C)([O-])C.[K+], predict the reaction product. The product is: [OH:11]/[CH:10]=[C:4]1/[C:5](=[O:8])[CH2:6][CH2:7][C:2]([CH3:9])([CH3:1])[CH2:3]/1.